From a dataset of Forward reaction prediction with 1.9M reactions from USPTO patents (1976-2016). Predict the product of the given reaction. (1) Given the reactants Cl.Cl.[O:3]1[C:8]2=[CH:9][CH:10]=[CH:11][C:7]2=[CH:6][C:5]([CH:12]2[CH2:17][CH2:16][CH2:15][CH2:14][N:13]2[CH2:18][CH2:19][C@H:20]2[CH2:25][CH2:24][C@H:23]([NH2:26])[CH2:22][CH2:21]2)=[CH:4]1.[O:27]1[CH2:31][CH2:30][CH:29]([C:32](O)=[O:33])[CH2:28]1, predict the reaction product. The product is: [O:3]1[C:8]2=[CH:9][CH:10]=[CH:11][C:7]2=[CH:6][C:5]([CH:12]2[CH2:17][CH2:16][CH2:15][CH2:14][N:13]2[CH2:18][CH2:19][C@H:20]2[CH2:21][CH2:22][C@H:23]([NH:26][C:32]([CH:29]3[CH2:30][CH2:31][O:27][CH2:28]3)=[O:33])[CH2:24][CH2:25]2)=[CH:4]1. (2) Given the reactants [C:1]([O:5][C:6]([N:8]1[CH2:13][CH2:12][CH:11]([C:14]2[C:19]([C:20](OC)=[O:21])=[CH:18][N:17]=[CH:16][CH:15]=2)[CH2:10][CH2:9]1)=[O:7])([CH3:4])([CH3:3])[CH3:2].[H-].[Al+3].[Li+].[H-].[H-].[H-], predict the reaction product. The product is: [C:1]([O:5][C:6]([N:8]1[CH2:13][CH2:12][CH:11]([C:14]2[CH:15]=[CH:16][N:17]=[CH:18][C:19]=2[CH2:20][OH:21])[CH2:10][CH2:9]1)=[O:7])([CH3:4])([CH3:2])[CH3:3]. (3) Given the reactants CC(C)[C@@H:3]([N:8]1[CH2:16][C:15]2[C:10](=[CH:11][CH:12]=[C:13]([C:17]3[CH:22]=[CH:21][C:20]([NH:23][C:24]([NH:26][C:27]4[CH:32]=[CH:31][CH:30]=[C:29]([C:33]([F:36])([F:35])[F:34])[CH:28]=4)=[O:25])=[CH:19][CH:18]=3)[CH:14]=2)[C:9]1=[O:37])[C:4]([O:6][CH3:7])=[O:5].BrC1C=C2C(=CC=1)C(=O)N(CC(OC)=O)C2.CC1(C)C(C)(C)OB(C2C=CC(NC(NC3C=CC=C(C(F)(F)F)C=3)=O)=CC=2)O1, predict the reaction product. The product is: [O:37]=[C:9]1[C:10]2[C:15](=[CH:14][C:13]([C:17]3[CH:18]=[CH:19][C:20]([NH:23][C:24]([NH:26][C:27]4[CH:32]=[CH:31][CH:30]=[C:29]([C:33]([F:34])([F:36])[F:35])[CH:28]=4)=[O:25])=[CH:21][CH:22]=3)=[CH:12][CH:11]=2)[CH2:16][N:8]1[CH2:3][C:4]([O:6][CH3:7])=[O:5]. (4) Given the reactants [CH:1]1([CH2:4][O:5][C:6]2[N:11]=[C:10]([C:12]([OH:14])=O)[CH:9]=[CH:8][C:7]=2[N:15]2[CH2:18][C:17]([F:20])([F:19])[CH2:16]2)[CH2:3][CH2:2]1.[NH2:21][CH:22]([CH2:28][CH2:29][CH2:30][CH2:31][CH3:32])[CH2:23][C:24]([O:26][CH3:27])=[O:25].CN(C(ON1N=NC2C=CC=CC1=2)=[N+](C)C)C.[B-](F)(F)(F)F.CCN(C(C)C)C(C)C, predict the reaction product. The product is: [CH:1]1([CH2:4][O:5][C:6]2[N:11]=[C:10]([C:12]([NH:21][CH:22]([CH2:28][CH2:29][CH2:30][CH2:31][CH3:32])[CH2:23][C:24]([O:26][CH3:27])=[O:25])=[O:14])[CH:9]=[CH:8][C:7]=2[N:15]2[CH2:18][C:17]([F:20])([F:19])[CH2:16]2)[CH2:2][CH2:3]1.